This data is from Reaction yield outcomes from USPTO patents with 853,638 reactions. The task is: Predict the reaction yield, written as a fraction of the theoretical maximum amount of product (1.0 means a 100% yield; for example, 0.34 means a 34% yield). (1) The reactants are [NH2:1][C:2]1[CH:22]=[CH:21][C:5]([O:6][C:7]2[CH:12]=[CH:11][N:10]=[C:9]([NH:13][C:14]([N:16]3[CH2:20][CH2:19][CH2:18][CH2:17]3)=[O:15])[CH:8]=2)=[CH:4][C:3]=1[Cl:23].C(N(CC)CC)C.[F:31][P-](F)(F)(F)(F)F.[N:38]1(O[P+](N(C)C)(N(C)C)N(C)C)[C:42]2[CH:43]=[CH:44][CH:45]=[CH:46][C:41]=2N=N1.C([O:60][CH2:61][CH3:62])C.CN(C)[CH:65]=[O:66]. The catalyst is CCCCCC. The product is [Cl:23][C:3]1[CH:4]=[C:5]([O:6][C:7]2[CH:12]=[CH:11][N:10]=[C:9]([NH:13][C:14]([N:16]3[CH2:20][CH2:19][CH2:18][CH2:17]3)=[O:15])[CH:8]=2)[CH:21]=[CH:22][C:2]=1[NH:1][C:61](=[O:60])[CH2:62][C:65]([NH:38][C:42]1[CH:43]=[CH:44][C:45]([F:31])=[CH:46][CH:41]=1)=[O:66]. The yield is 0.769. (2) The reactants are [C:1]1([C@@H:7]([CH2:14][C:15]2[CH:20]=[CH:19][C:18]([O:21][CH2:22][CH2:23][CH2:24][NH:25][C:26]3[N:31]=[CH:30][CH:29]=[CH:28][N:27]=3)=[CH:17][CH:16]=2)[CH2:8][C:9]([O:11][CH2:12][CH3:13])=[O:10])[CH:6]=[CH:5][CH:4]=[CH:3][CH:2]=1.Cl. The catalyst is [Pd].CC(O)=O. The product is [C:1]1([C@@H:7]([CH2:14][C:15]2[CH:20]=[CH:19][C:18]([O:21][CH2:22][CH2:23][CH2:24][NH:25][C:26]3[NH:31][CH2:30][CH2:29][CH2:28][N:27]=3)=[CH:17][CH:16]=2)[CH2:8][C:9]([O:11][CH2:12][CH3:13])=[O:10])[CH:2]=[CH:3][CH:4]=[CH:5][CH:6]=1. The yield is 0.830. (3) The reactants are [N:1]1[C:10]2[C:5](=[CH:6][CH:7]=[CH:8][CH:9]=2)[CH:4]=[CH:3][C:2]=1[O:11][CH2:12][C:13]1[N:14]=[C:15]2[C:20]([CH:21]3[CH2:26][CH2:25][O:24][CH2:23][CH2:22]3)=[N:19][CH:18]=[C:17]([C:27]3[CH:28]=[CH:29][C:30]([N:33]4[CH2:38][CH2:37][N:36](C(OC(C)(C)C)=O)[CH2:35][CH2:34]4)=[N:31][CH:32]=3)[N:16]2[CH:46]=1.[C:47]([OH:53])([C:49]([F:52])([F:51])[F:50])=[O:48]. No catalyst specified. The product is [F:50][C:49]([F:52])([F:51])[C:47]([OH:53])=[O:48].[N:33]1([C:30]2[N:31]=[CH:32][C:27]([C:17]3[N:16]4[CH:46]=[C:13]([CH2:12][O:11][C:2]5[CH:3]=[CH:4][C:5]6[C:10](=[CH:9][CH:8]=[CH:7][CH:6]=6)[N:1]=5)[N:14]=[C:15]4[C:20]([CH:21]4[CH2:26][CH2:25][O:24][CH2:23][CH2:22]4)=[N:19][CH:18]=3)=[CH:28][CH:29]=2)[CH2:38][CH2:37][NH:36][CH2:35][CH2:34]1. The yield is 0.550. (4) The reactants are [CH3:1][O:2][C:3]1[CH:4]=[CH:5][C:6]([N:11]2[CH:15]=[C:14]([CH3:16])[N:13]=[CH:12]2)=[C:7]([CH:10]=1)[C:8]#[N:9].[CH3:17][N+:18]([CH3:20])=[CH2:19].[I-]. The catalyst is CN(C=O)C. The product is [CH3:17][N:18]([CH2:20][C:15]1[N:11]([C:6]2[CH:5]=[CH:4][C:3]([O:2][CH3:1])=[CH:10][C:7]=2[C:8]#[N:9])[CH:12]=[N:13][C:14]=1[CH3:16])[CH3:19]. The yield is 0.830. (5) The reactants are [C:1]([NH:9][C:10]1[CH:15]=[CH:14][CH:13]=[CH:12][C:11]=1[C:16](=[C:30]1[CH2:35][CH2:34][NH:33][CH2:32][CH2:31]1)[C:17]1[CH:29]=[CH:28][C:20]([C:21]([N:23]([CH2:26][CH3:27])[CH2:24][CH3:25])=[O:22])=[CH:19][CH:18]=1)(=[O:8])[C:2]1[CH:7]=[CH:6][CH:5]=[CH:4][CH:3]=1.CC(OC(N1CCC(=C(C2C=CC=CC=2N)C2C=CC(C(N(CC)CC)=O)=CC=2)CC1)=O)(C)C.C1(C(Cl)=O)CCCCC1.C(O)(C(F)(F)F)=O. No catalyst specified. The product is [CH:2]1([C:1]([NH:9][C:10]2[CH:15]=[CH:14][CH:13]=[CH:12][C:11]=2[C:16](=[C:30]2[CH2:31][CH2:32][NH:33][CH2:34][CH2:35]2)[C:17]2[CH:29]=[CH:28][C:20]([C:21]([N:23]([CH2:24][CH3:25])[CH2:26][CH3:27])=[O:22])=[CH:19][CH:18]=2)=[O:8])[CH2:3][CH2:4][CH2:5][CH2:6][CH2:7]1. The yield is 0.830. (6) The reactants are C(C1OC(CC(C)(C)C)OC(CC(C)(C)C)O1)C(C)(C)C.Cl.[CH3:23][C:24]([CH3:29])([CH3:28])[CH2:25][CH:26]=O.C(=O)(O)[O-].[Na+].[CH3:35][O:36][C:37]([C@@H:39]([NH:47][C:48]([C@@H:50]([NH2:55])[CH2:51][C:52]([OH:54])=[O:53])=[O:49])[CH2:40][C:41]1[CH:42]=[CH:43][CH:44]=[CH:45][CH:46]=1)=[O:38]. The catalyst is C1(C)C=CC=CC=1.CO.[Pd].C1C=CC=CC=1. The product is [CH3:23][C:24]([CH2:25][CH2:26][NH:55][C@H:50]([C:48]([NH:47][C@H:39]([C:37]([O:36][CH3:35])=[O:38])[CH2:40][C:41]1[CH:42]=[CH:43][CH:44]=[CH:45][CH:46]=1)=[O:49])[CH2:51][C:52]([OH:54])=[O:53])([CH3:29])[CH3:28]. The yield is 0.570. (7) The reactants are [Cl-].O[NH3+:3].[C:4](=[O:7])([O-])[OH:5].[Na+].CS(C)=O.[CH2:13]([C:17]1[N:18]=[C:19]([CH3:46])[N:20]([C:39]2[CH:44]=[CH:43][CH:42]=[CH:41][C:40]=2[CH3:45])[C:21](=[O:38])[C:22]=1[CH2:23][C:24]1[CH:29]=[CH:28][C:27]([C:30]2[C:31]([C:36]#[N:37])=[CH:32][CH:33]=[CH:34][CH:35]=2)=[CH:26][CH:25]=1)[CH2:14][CH2:15][CH3:16]. The catalyst is O.C(OCC)(=O)C. The product is [CH2:13]([C:17]1[N:18]=[C:19]([CH3:46])[N:20]([C:39]2[CH:44]=[CH:43][CH:42]=[CH:41][C:40]=2[CH3:45])[C:21](=[O:38])[C:22]=1[CH2:23][C:24]1[CH:29]=[CH:28][C:27]([C:30]2[CH:35]=[CH:34][CH:33]=[CH:32][C:31]=2[C:36]2[NH:3][C:4](=[O:7])[O:5][N:37]=2)=[CH:26][CH:25]=1)[CH2:14][CH2:15][CH3:16]. The yield is 0.420.